This data is from NCI-60 drug combinations with 297,098 pairs across 59 cell lines. The task is: Regression. Given two drug SMILES strings and cell line genomic features, predict the synergy score measuring deviation from expected non-interaction effect. (1) Drug 1: CC(C1=C(C=CC(=C1Cl)F)Cl)OC2=C(N=CC(=C2)C3=CN(N=C3)C4CCNCC4)N. Drug 2: CN1CCC(CC1)COC2=C(C=C3C(=C2)N=CN=C3NC4=C(C=C(C=C4)Br)F)OC. Cell line: RXF 393. Synergy scores: CSS=12.1, Synergy_ZIP=-2.46, Synergy_Bliss=3.08, Synergy_Loewe=0.546, Synergy_HSA=3.58. (2) Drug 1: CC(CN1CC(=O)NC(=O)C1)N2CC(=O)NC(=O)C2. Drug 2: CCCS(=O)(=O)NC1=C(C(=C(C=C1)F)C(=O)C2=CNC3=C2C=C(C=N3)C4=CC=C(C=C4)Cl)F. Cell line: SF-539. Synergy scores: CSS=5.88, Synergy_ZIP=-4.92, Synergy_Bliss=-6.29, Synergy_Loewe=-5.52, Synergy_HSA=-5.41.